Task: Predict the reactants needed to synthesize the given product.. Dataset: Full USPTO retrosynthesis dataset with 1.9M reactions from patents (1976-2016) Given the product [CH2:1]([O:9][C:10]1[CH:11]=[C:12]([CH:13]=[CH:14][C:15]=1[O:16][CH2:17][CH2:18][CH2:19][CH2:20][CH2:21][CH2:22][CH2:23][CH3:24])[NH2:25])[CH2:2][CH2:3][CH2:4][CH2:5][CH2:6][CH2:7][CH3:8], predict the reactants needed to synthesize it. The reactants are: [CH2:1]([O:9][C:10]1[CH:11]=[C:12]([N+:25]([O-])=O)[CH:13]=[CH:14][C:15]=1[O:16][CH2:17][CH2:18][CH2:19][CH2:20][CH2:21][CH2:22][CH2:23][CH3:24])[CH2:2][CH2:3][CH2:4][CH2:5][CH2:6][CH2:7][CH3:8].[H][H].